This data is from Full USPTO retrosynthesis dataset with 1.9M reactions from patents (1976-2016). The task is: Predict the reactants needed to synthesize the given product. (1) Given the product [F:17][CH2:16][CH2:15][N:4]1[CH2:5][CH2:6][N:1]([C:7]([O:9][C:10]([CH3:13])([CH3:12])[CH3:11])=[O:8])[CH2:2][CH2:3]1, predict the reactants needed to synthesize it. The reactants are: [N:1]1([C:7]([O:9][C:10]([CH3:13])([CH3:12])[CH3:11])=[O:8])[CH2:6][CH2:5][NH:4][CH2:3][CH2:2]1.Br[CH2:15][CH2:16][F:17].C(=O)([O-])[O-].[K+].[K+]. (2) The reactants are: Cl.[Cl-].[NH4+].[Br:4][C:5]1[CH:10]=[C:9]([N+:11]([O-])=O)[C:8]([CH3:14])=[CH:7][C:6]=1[N:15]1[CH2:20][CH2:19][O:18][CH2:17][CH2:16]1. Given the product [Br:4][C:5]1[C:6]([N:15]2[CH2:20][CH2:19][O:18][CH2:17][CH2:16]2)=[CH:7][C:8]([CH3:14])=[C:9]([CH:10]=1)[NH2:11], predict the reactants needed to synthesize it. (3) Given the product [Br-:43].[C:26]([O:25][CH:5]([CH2:6][O:7][C:8](=[O:24])[CH2:9][CH2:10][CH2:11][CH2:12][CH2:13][CH2:14][CH2:15][CH2:16][CH2:17][CH2:18][CH2:19][CH2:20][CH2:21][CH2:22][CH3:23])[CH2:4][N+:2]([CH2:44][CH2:45][CH2:46][CH2:47][CH2:48][CH2:49][CH2:50][CH2:51][CH2:52][CH2:53][CH2:54][CH2:55][CH2:56][CH2:57][CH2:58][CH2:59][CH2:60][CH2:61][CH2:62][CH2:63][OH:64])([CH3:3])[CH3:1])(=[O:42])[CH2:27][CH2:28][CH2:29][CH2:30][CH2:31][CH2:32][CH2:33][CH2:34][CH2:35][CH2:36][CH2:37][CH2:38][CH2:39][CH2:40][CH3:41], predict the reactants needed to synthesize it. The reactants are: [CH3:1][N:2]([CH2:4][CH:5]([O:25][C:26](=[O:42])[CH2:27][CH2:28][CH2:29][CH2:30][CH2:31][CH2:32][CH2:33][CH2:34][CH2:35][CH2:36][CH2:37][CH2:38][CH2:39][CH2:40][CH3:41])[CH2:6][O:7][C:8](=[O:24])[CH2:9][CH2:10][CH2:11][CH2:12][CH2:13][CH2:14][CH2:15][CH2:16][CH2:17][CH2:18][CH2:19][CH2:20][CH2:21][CH2:22][CH3:23])[CH3:3].[Br:43][CH2:44][CH2:45][CH2:46][CH2:47][CH2:48][CH2:49][CH2:50][CH2:51][CH2:52][CH2:53][CH2:54][CH2:55][CH2:56][CH2:57][CH2:58][CH2:59][CH2:60][CH2:61][CH2:62][CH2:63][OH:64]. (4) Given the product [C:18]([CH2:20][C:21]([NH:14][C:5]1[CH:4]=[C:3]([O:2][CH3:1])[C:11]([O:12][CH3:13])=[CH:10][C:6]=1[C:7]([OH:9])=[O:8])=[O:22])([OH:19])=[O:17], predict the reactants needed to synthesize it. The reactants are: [CH3:1][O:2][C:3]1[CH:4]=[C:5]([NH2:14])[C:6](=[CH:10][C:11]=1[O:12][CH3:13])[C:7]([OH:9])=[O:8].CC1(C)O[C:21](=[O:22])[CH2:20][C:18](=[O:19])[O:17]1. (5) Given the product [Cl:38][C:36]1[CH:35]=[CH:34][N:33]=[C:32]([N:12]2[CH2:13][CH:9]([C:3]3[CH:4]=[CH:5][C:6]([Cl:8])=[CH:7][C:2]=3[Cl:1])[CH:10]([NH:14][C:15](=[O:21])[O:16][C:17]([CH3:18])([CH3:20])[CH3:19])[CH2:11]2)[N:37]=1, predict the reactants needed to synthesize it. The reactants are: [Cl:1][C:2]1[CH:7]=[C:6]([Cl:8])[CH:5]=[CH:4][C:3]=1[CH:9]1[CH2:13][NH:12][CH2:11][CH:10]1[NH:14][C:15](=[O:21])[O:16][C:17]([CH3:20])([CH3:19])[CH3:18].C(N(C(C)C)C(C)C)C.Cl[C:32]1[N:37]=[C:36]([Cl:38])[CH:35]=[CH:34][N:33]=1. (6) Given the product [Cl:13][C:14]1[CH:19]=[C:18]([C:5]2[C:6]3[S:10][C:9]([CH3:11])=[N:8][C:7]=3[C:2]([NH:23][C:24]3[N:25]=[C:26]([CH3:29])[S:27][CH:28]=3)=[N:3][CH:4]=2)[CH:17]=[CH:16][N:15]=1, predict the reactants needed to synthesize it. The reactants are: Cl[C:2]1[C:7]2[N:8]=[C:9]([CH3:11])[S:10][C:6]=2[C:5](I)=[CH:4][N:3]=1.[Cl:13][C:14]1[CH:19]=[C:18](B(O)O)[CH:17]=[CH:16][N:15]=1.[NH2:23][C:24]1[N:25]=[C:26]([CH3:29])[S:27][CH:28]=1. (7) Given the product [CH3:26][C:27]1[CH:32]=[CH:31][C:30]([S:33]([O:36][CH2:37][CH:38]([CH2:43][O:15][C:14]2[C:9]3[N:8]([CH2:18][CH3:19])[C:7]([C:3]4[C:2]([NH2:1])=[N:6][O:5][N:4]=4)=[N:17][C:10]=3[C:11]([Cl:16])=[N:12][CH:13]=2)[CH2:39][CH:40]([CH3:42])[CH3:41])(=[O:35])=[O:34])=[CH:29][CH:28]=1, predict the reactants needed to synthesize it. The reactants are: [NH2:1][C:2]1[C:3]([C:7]2[N:8]([CH2:18][CH3:19])[C:9]3[C:14]([OH:15])=[CH:13][N:12]=[C:11]([Cl:16])[C:10]=3[N:17]=2)=[N:4][O:5][N:6]=1.C(=O)([O-])[O-].[Cs+].[Cs+].[CH3:26][C:27]1[CH:32]=[CH:31][C:30]([S:33]([O:36][CH2:37][CH:38]([CH2:43]OS(C2C=CC(C)=CC=2)(=O)=O)[CH2:39][CH:40]([CH3:42])[CH3:41])(=[O:35])=[O:34])=[CH:29][CH:28]=1.